From a dataset of Peptide-MHC class II binding affinity with 134,281 pairs from IEDB. Regression. Given a peptide amino acid sequence and an MHC pseudo amino acid sequence, predict their binding affinity value. This is MHC class II binding data. (1) The peptide sequence is NYLALLVKYVNGDGD. The MHC is HLA-DQA10301-DQB10302 with pseudo-sequence HLA-DQA10301-DQB10302. The binding affinity (normalized) is 0.0727. (2) The peptide sequence is AFKVAATAANAANAN. The MHC is DRB1_1001 with pseudo-sequence DRB1_1001. The binding affinity (normalized) is 1.00. (3) The peptide sequence is DTFRKLFRVYSDFLR. The MHC is DRB5_0101 with pseudo-sequence DRB5_0101. The binding affinity (normalized) is 0.756. (4) The peptide sequence is PVVHFFKNIVTPRTPPY. The MHC is H-2-IEk with pseudo-sequence H-2-IEk. The binding affinity (normalized) is 0.629. (5) The peptide sequence is DCISIGPGSTGLNIT. The MHC is HLA-DQA10501-DQB10301 with pseudo-sequence HLA-DQA10501-DQB10301. The binding affinity (normalized) is 0.648. (6) The peptide sequence is TRVVLSEMKEAFHGL. The MHC is DRB3_0202 with pseudo-sequence DRB3_0202. The binding affinity (normalized) is 0.573.